From a dataset of Forward reaction prediction with 1.9M reactions from USPTO patents (1976-2016). Predict the product of the given reaction. (1) The product is: [ClH:51].[ClH:51].[CH3:14][N:15]([CH3:29])[C:16]1([C:23]2[CH:24]=[CH:25][CH:26]=[CH:27][CH:28]=2)[CH2:17][CH2:18][CH:19]([NH:13][CH2:12][CH2:11][C:8]2[C:4]3[C:3](=[CH:2][CH:1]=[C:6]([OH:7])[CH:5]=3)[NH:10][CH:9]=2)[CH2:20][CH2:21]1. Given the reactants [CH:1]1[C:6]([OH:7])=[CH:5][C:4]2[C:8]([CH2:11][CH2:12][NH2:13])=[CH:9][NH:10][C:3]=2[CH:2]=1.[CH3:14][N:15]([CH3:29])[C:16]1([C:23]2[CH:28]=[CH:27][CH:26]=[CH:25][CH:24]=2)[CH2:21][CH2:20][C:19](=O)[CH2:18][CH2:17]1.S([O-])([O-])(=O)=O.[Na+].[Na+].C(O[BH-](OC(=O)C)OC(=O)C)(=O)C.[Na+].[ClH:51].C1(N)C(F)=C(F)C(F)=C(N)C=1F.Cl.Cl, predict the reaction product. (2) Given the reactants [CH3:1][NH:2][CH2:3][C:4]1[CH:9]=[CH:8][C:7]([C:10]([N:12]2[CH2:18][C:17]3([CH3:20])[CH2:19][CH:13]2[CH2:14][C:15]([CH3:22])([CH3:21])[CH2:16]3)=[O:11])=[CH:6][CH:5]=1.[Cl:23][C:24]1[CH:32]=[CH:31][C:27]([C:28](Cl)=[O:29])=[CH:26][N:25]=1, predict the reaction product. The product is: [Cl:23][C:24]1[CH:32]=[CH:31][C:27]([C:28]([N:2]([CH3:1])[CH2:3][C:4]2[CH:5]=[CH:6][C:7]([C:10]([N:12]3[CH2:18][C:17]4([CH3:20])[CH2:19][CH:13]3[CH2:14][C:15]([CH3:22])([CH3:21])[CH2:16]4)=[O:11])=[CH:8][CH:9]=2)=[O:29])=[CH:26][N:25]=1. (3) The product is: [Cl:17][C:8]1[C:7]([N+:11]([O-:13])=[O:12])=[C:20]([Cl:22])[CH:5]=[C:4]([CH2:3][O:2][CH3:1])[N:9]=1. Given the reactants [CH3:1][O:2][CH2:3][C:4]1[N:9]=[C:8](O)[C:7]([N+:11]([O-:13])=[O:12])=C(O)[CH:5]=1.O=P(Cl)(Cl)[Cl:17].[CH2:20]([Cl:22])Cl, predict the reaction product. (4) Given the reactants C([O:3][C:4]([C:6]1[C:15]2[C:10](=[CH:11][C:12]([O:18][CH3:19])=[C:13]([O:16][CH3:17])[CH:14]=2)[C:9](=[O:20])[N:8]([CH2:21][CH3:22])[N:7]=1)=[O:5])C.[OH-].[Li+].Cl, predict the reaction product. The product is: [CH2:21]([N:8]1[C:9](=[O:20])[C:10]2[C:15](=[CH:14][C:13]([O:16][CH3:17])=[C:12]([O:18][CH3:19])[CH:11]=2)[C:6]([C:4]([OH:5])=[O:3])=[N:7]1)[CH3:22]. (5) Given the reactants C([Li])CCC.[CH2:6]([N:9]([CH3:13])[CH2:10][C:11]#[CH:12])[CH:7]=[CH2:8].[C:14](=[O:16])=[O:15].O, predict the reaction product. The product is: [CH2:10]([N:9]([CH3:13])[CH2:6][C:7]#[C:8][C:14]([OH:16])=[O:15])[CH:11]=[CH2:12]. (6) Given the reactants [F:1][C:2]1[CH:7]=[C:6]([F:8])[CH:5]=[CH:4][C:3]=1[CH2:9][NH2:10].C([O:15][C:16]([C:18]1[CH:23]=[CH:22][CH:21]=[CH:20][C:19]=1[C:24]1[CH:29]=[CH:28][C:27]([CH2:30][N:31]2[C:39]3[C:34](=[CH:35][C:36]([C:40](O)=[O:41])=[CH:37][CH:38]=3)[C:33]([CH3:43])=[C:32]2[CH3:44])=[CH:26][CH:25]=1)=[O:17])(C)(C)C, predict the reaction product. The product is: [F:1][C:2]1[CH:7]=[C:6]([F:8])[CH:5]=[CH:4][C:3]=1[CH2:9][NH:10][C:40]([C:36]1[CH:35]=[C:34]2[C:39](=[CH:38][CH:37]=1)[N:31]([CH2:30][C:27]1[CH:26]=[CH:25][C:24]([C:19]3[C:18]([C:16]([OH:17])=[O:15])=[CH:23][CH:22]=[CH:21][CH:20]=3)=[CH:29][CH:28]=1)[C:32]([CH3:44])=[C:33]2[CH3:43])=[O:41]. (7) Given the reactants C([N:8]1[CH2:13][CH2:12][CH2:11][CH:10]([N:14]2[C:18]([C:19]3[CH:41]=[CH:40][C:22]4[C:23]5[N:24]([CH:28]=[C:29](C6N(C(C)C)N=C(C)N=6)[N:30]=5)[CH2:25][CH2:26][O:27][C:21]=4[CH:20]=3)=[CH:17][CH:16]=[N:15]2)[CH2:9]1)C1C=CC=CC=1.Cl.O1CCOCC1, predict the reaction product. The product is: [NH:8]1[CH2:13][CH2:12][CH2:11][CH:10]([N:14]2[C:18]([C:19]3[CH:41]=[CH:40][C:22]4[C:23]5[N:24]([CH:28]=[CH:29][N:30]=5)[CH2:25][CH2:26][O:27][C:21]=4[CH:20]=3)=[CH:17][CH:16]=[N:15]2)[CH2:9]1. (8) Given the reactants [N:1]1[N:5]2[CH:6]=[CH:7][CH:8]=[N:9][C:4]2=[N:3][C:2]=1[CH:10]=O.[CH:12]1([C:17]2([CH2:25][CH2:26][C:27]3[CH:32]=[C:31]([CH2:33][CH3:34])[C:30]([OH:35])=[C:29]([CH2:36][CH3:37])[CH:28]=3)[O:22][C:21](=[O:23])[CH2:20][C:19](=[O:24])[CH2:18]2)[CH2:16][CH2:15][CH2:14][CH2:13]1, predict the reaction product. The product is: [CH:12]1([C:17]2([CH2:25][CH2:26][C:27]3[CH:32]=[C:31]([CH2:33][CH3:34])[C:30]([OH:35])=[C:29]([CH2:36][CH3:37])[CH:28]=3)[O:22][C:21](=[O:23])[C:20]([CH2:10][C:2]3[N:3]=[C:4]4[N:9]=[CH:8][CH:7]=[CH:6][N:5]4[N:1]=3)=[C:19]([OH:24])[CH2:18]2)[CH2:16][CH2:15][CH2:14][CH2:13]1.